Dataset: Catalyst prediction with 721,799 reactions and 888 catalyst types from USPTO. Task: Predict which catalyst facilitates the given reaction. (1) Reactant: Cl.[F:2][C:3]1[CH:10]=[CH:9][C:6]([CH2:7][NH2:8])=[CH:5][C:4]=1[N+:11]([O-:13])=[O:12].[F:14][C:15]([F:23])([F:22])[C:16]1([C:19](O)=[O:20])[CH2:18][CH2:17]1.CN(C(ON1N=NC2C=CC=CC1=2)=[N+](C)C)C.F[P-](F)(F)(F)(F)F. Product: [F:2][C:3]1[CH:10]=[CH:9][C:6]([CH2:7][NH:8][C:19]([C:16]2([C:15]([F:23])([F:22])[F:14])[CH2:18][CH2:17]2)=[O:20])=[CH:5][C:4]=1[N+:11]([O-:13])=[O:12]. The catalyst class is: 3. (2) Reactant: [NH2:1][N:2]1[C:7](=[O:8])[C:6]([C:9]2[NH:14][C:13]3[CH:15]=[CH:16][CH:17]=[CH:18][C:12]=3[S:11](=[O:20])(=[O:19])[N:10]=2)=[C:5]([OH:21])[C:4]2[S:22][CH:23]=[CH:24][C:3]1=2.[CH3:25][C:26]1[CH:33]=[CH:32][C:29]([CH:30]=O)=[CH:28][CH:27]=1. Product: [O:19]=[S:11]1(=[O:20])[C:12]2[CH:18]=[CH:17][CH:16]=[CH:15][C:13]=2[NH:14][C:9]([C:6]2[C:7](=[O:8])[N:2]([N:1]=[CH:25][C:26]3[CH:33]=[CH:32][C:29]([CH3:30])=[CH:28][CH:27]=3)[C:3]3[CH:24]=[CH:23][S:22][C:4]=3[C:5]=2[OH:21])=[N:10]1. The catalyst class is: 80. (3) Reactant: [CH2:1]([C:3]1[CH2:7][CH:6]=[C:5]([C:8]([CH3:11])([CH3:10])[CH3:9])[CH:4]=1)[CH3:2].C([Li])CCC.CN1CCN(C)C1=O.[C:25]([C:33]1[CH:38]=[CH:37][CH:36]=[CH:35][CH:34]=1)(=O)[C:26]1[CH:31]=[CH:30][CH:29]=[CH:28][CH:27]=1.Cl. Product: [C:8]([C:5]1[CH:4]=[C:3]([CH2:1][CH3:2])[C:7](=[C:25]([C:33]2[CH:38]=[CH:37][CH:36]=[CH:35][CH:34]=2)[C:26]2[CH:31]=[CH:30][CH:29]=[CH:28][CH:27]=2)[CH:6]=1)([CH3:11])([CH3:10])[CH3:9]. The catalyst class is: 323. (4) Reactant: Br[C:2]1[C:12]2[O:11][CH2:10][CH2:9][N:8]([C:13]([O:15][C:16]([CH3:19])([CH3:18])[CH3:17])=[O:14])[CH2:7][C:6]=2[CH:5]=[CH:4][CH:3]=1.Cl.[F:21][C:22]1([F:27])[CH2:26][CH2:25][NH:24][CH2:23]1.CC(C)([O-])C.[Na+].O. Product: [F:21][C:22]1([F:27])[CH2:26][CH2:25][N:24]([C:2]2[C:12]3[O:11][CH2:10][CH2:9][N:8]([C:13]([O:15][C:16]([CH3:19])([CH3:18])[CH3:17])=[O:14])[CH2:7][C:6]=3[CH:5]=[CH:4][CH:3]=2)[CH2:23]1. The catalyst class is: 101. (5) Reactant: [Cl:1][C:2]1[CH:7]=[CH:6][C:5]([C:8]2[NH:9][C:10]3[C:15]([C:16]=2[CH2:17][C:18](O)=[O:19])=[CH:14][CH:13]=[CH:12][CH:11]=3)=[CH:4][C:3]=1[S:21](=[O:30])(=[O:29])[NH:22][CH:23]1[CH2:28][CH2:27][CH2:26][CH2:25][CH2:24]1.Cl.CN(C)CCCN=C=NCC.CN(C1C=CC=CN=1)C.[CH2:52]([S:54]([NH2:57])(=[O:56])=[O:55])[CH3:53]. The catalyst class is: 4. Product: [Cl:1][C:2]1[CH:7]=[CH:6][C:5]([C:8]2[NH:9][C:10]3[C:15]([C:16]=2[CH2:17][C:18]([NH:57][S:54]([CH2:52][CH3:53])(=[O:56])=[O:55])=[O:19])=[CH:14][CH:13]=[CH:12][CH:11]=3)=[CH:4][C:3]=1[S:21]([NH:22][CH:23]1[CH2:28][CH2:27][CH2:26][CH2:25][CH2:24]1)(=[O:30])=[O:29]. (6) Reactant: [F:1][CH2:2][C:3]([C:7]1[CH:11]=[C:10]([NH:12][C:13](=[O:21])OC2C=CC=CC=2)[O:9][N:8]=1)([CH3:6])[CH2:4][F:5].[CH3:22][O:23][C:24]1[CH:25]=[C:26]2[C:31](=[CH:32][C:33]=1[O:34][CH3:35])[N:30]=[CH:29][N:28]=[C:27]2[O:36][C:37]1[CH:38]=[C:39]([CH:41]=[CH:42][CH:43]=1)[NH2:40].C(N(CC)C(C)C)(C)C. Product: [F:5][CH2:4][C:3]([C:7]1[CH:11]=[C:10]([NH:12][C:13]([NH:40][C:39]2[CH:41]=[CH:42][CH:43]=[C:37]([O:36][C:27]3[C:26]4[C:31](=[CH:32][C:33]([O:34][CH3:35])=[C:24]([O:23][CH3:22])[CH:25]=4)[N:30]=[CH:29][N:28]=3)[CH:38]=2)=[O:21])[O:9][N:8]=1)([CH3:6])[CH2:2][F:1]. The catalyst class is: 1.